This data is from Reaction yield outcomes from USPTO patents with 853,638 reactions. The task is: Predict the reaction yield, written as a fraction of the theoretical maximum amount of product (1.0 means a 100% yield; for example, 0.34 means a 34% yield). (1) The reactants are [Cl:1][C:2]1[CH:3]=[CH:4][C:5]2[C:11]3[N:12]=[C:13]([NH:16][C:17]4[CH:22]=[CH:21][C:20]([O:23][CH3:24])=[C:19]([O:25][CH3:26])[CH:18]=4)[N:14]=[CH:15][C:10]=3[CH2:9][N:8]=[C:7]([C:27]3[CH:32]=[CH:31][CH:30]=[CH:29][C:28]=3[F:33])[C:6]=2[CH:34]=1.C(O)(=O)C. The catalyst is ClCCl.[Zn]. The product is [Cl:1][C:2]1[CH:3]=[CH:4][C:5]2[C:11]3[N:12]=[C:13]([NH:16][C:17]4[CH:22]=[CH:21][C:20]([O:23][CH3:24])=[C:19]([O:25][CH3:26])[CH:18]=4)[N:14]=[CH:15][C:10]=3[CH2:9][NH:8][CH:7]([C:27]3[CH:32]=[CH:31][CH:30]=[CH:29][C:28]=3[F:33])[C:6]=2[CH:34]=1. The yield is 0.650. (2) The reactants are CC(C)(C)C([NH:5][C:6]1[CH:7]=[N:8][CH:9]=[C:10]([C:12]2[CH:13]=[C:14]3[C:19](=[CH:20][CH:21]=2)[N:18]([CH3:22])[C:17](=[O:23])[CH2:16][CH2:15]3)[CH:11]=1)=O.[ClH:26]. No catalyst specified. The product is [ClH:26].[NH2:5][C:6]1[CH:11]=[C:10]([C:12]2[CH:13]=[C:14]3[C:19](=[CH:20][CH:21]=2)[N:18]([CH3:22])[C:17](=[O:23])[CH2:16][CH2:15]3)[CH:9]=[N:8][CH:7]=1. The yield is 0.690. (3) The reactants are [Cl:1][CH2:2][C:3](Cl)=[O:4].[NH2:6][C:7]1[CH:14]=[CH:13][CH:12]=[CH:11][C:8]=1[CH2:9][OH:10].C(N(C(C)C)CC)(C)C. The catalyst is C(Cl)Cl. The product is [Cl:1][CH2:2][C:3]([NH:6][C:7]1[CH:14]=[CH:13][CH:12]=[CH:11][C:8]=1[CH2:9][OH:10])=[O:4]. The yield is 1.00. (4) The reactants are [Cl:1][C:2]1[CH:9]=[C:8](B2OC(C)(C)C(C)(C)O2)[CH:7]=[CH:6][C:3]=1[C:4]#[N:5].Br[C:20]1[CH:21]=[N:22][CH:23]=[C:24]([F:31])[C:25]=1[C:26]1([OH:30])[CH2:29][O:28][CH2:27]1.C(Cl)Cl.C([O-])([O-])=O.[Na+].[Na+]. The catalyst is CN(C=O)C.C1C=CC(P(C2C=CC=CC=2)[C-]2C=CC=C2)=CC=1.C1C=CC(P(C2C=CC=CC=2)[C-]2C=CC=C2)=CC=1.Cl[Pd]Cl.[Fe+2]. The product is [Cl:1][C:2]1[CH:9]=[C:8]([C:20]2[CH:21]=[N:22][CH:23]=[C:24]([F:31])[C:25]=2[C:26]2([OH:30])[CH2:29][O:28][CH2:27]2)[CH:7]=[CH:6][C:3]=1[C:4]#[N:5]. The yield is 0.0600. (5) The catalyst is C(Cl)Cl. The product is [CH3:21][S:22]([O:5][CH2:4][CH2:3][C:2]([CH3:1])([N:7]1[CH:11]=[C:10]([C:12]2[C:13]3[CH:20]=[CH:19][NH:18][C:14]=3[N:15]=[CH:16][N:17]=2)[CH:9]=[N:8]1)[CH3:6])(=[O:24])=[O:23]. The yield is 0.570. The reactants are [CH3:1][C:2]([N:7]1[CH:11]=[C:10]([C:12]2[C:13]3[CH:20]=[CH:19][NH:18][C:14]=3[N:15]=[CH:16][N:17]=2)[CH:9]=[N:8]1)([CH3:6])[CH2:3][CH2:4][OH:5].[CH3:21][S:22](Cl)(=[O:24])=[O:23]. (6) The reactants are [CH2:1]([O:8][C@@H:9]1[C@@H:21]([OH:22])[C@:20]([CH3:24])([OH:23])[C@@H:19]([CH2:25][O:26][Si:27]([C:30]([CH3:33])([CH3:32])[CH3:31])([CH3:29])[CH3:28])[O:18][C@H:10]1[O:11][CH2:12][CH2:13][Si:14]([CH3:17])([CH3:16])[CH3:15])[C:2]1[CH:7]=[CH:6][CH:5]=[CH:4][CH:3]=1.N1C=CC=CC=1.Cl[C:41]([O:43][C:44]1[CH:49]=[CH:48][CH:47]=[CH:46][CH:45]=1)=[O:42]. The catalyst is C(Cl)Cl. The product is [CH2:1]([O:8][C@@H:9]1[C@@H:21]([O:22][C:41]([O:43][C:44]2[CH:49]=[CH:48][CH:47]=[CH:46][CH:45]=2)=[O:42])[C@:20]([CH3:24])([OH:23])[C@@H:19]([CH2:25][O:26][Si:27]([C:30]([CH3:33])([CH3:32])[CH3:31])([CH3:29])[CH3:28])[O:18][C@H:10]1[O:11][CH2:12][CH2:13][Si:14]([CH3:16])([CH3:15])[CH3:17])[C:2]1[CH:3]=[CH:4][CH:5]=[CH:6][CH:7]=1. The yield is 1.00. (7) The reactants are [Cl:1][C:2]1[CH:3]=[C:4]2[C:8](=[CH:9][CH:10]=1)[N:7]([CH2:11][C:12]([OH:14])=[O:13])[C:6]([CH3:15])=[C:5]2[C:16]1[C:25]2[C:20](=CC=CC=2)[C:19](=[O:26])[N:18](CC2C=CC(Cl)=C(F)C=2)[N:17]=1.Cl[C:37]1C=C(Cl)C=[CH:66][C:38]=1[CH2:39]N1C(=O)[C:66]2[C:38](=[CH:37]C=CC=2)[C:39](C2C3C(=CC=C(F)C=3)N(CC(O)=O)C=2C)=N1.[Cl-]. The catalyst is C(O)(=O)C.[OH-].[Na+]. The product is [Cl:1][C:2]1[CH:3]=[C:4]2[C:8](=[CH:9][CH:10]=1)[N:7]([CH2:11][C:12]([O:14][C:38]([CH3:66])([CH3:39])[CH3:37])=[O:13])[C:6]([CH3:15])=[C:5]2[C:16]1[N:17]=[N:18][C:19]([OH:26])=[CH:20][CH:25]=1. The yield is 0.770. (8) The yield is 0.870. The catalyst is CN1C(=O)CCC1.[Cu]Cl. The product is [CH3:1][O:2][C:3](=[O:14])[CH2:4][CH2:5][C:6]1[CH:11]=[CH:10][C:9]([O:12][C:18]2[CH:19]=[CH:20][CH:21]=[C:16]([Br:15])[CH:17]=2)=[CH:8][C:7]=1[CH3:13]. The reactants are [CH3:1][O:2][C:3](=[O:14])[CH2:4][CH2:5][C:6]1[CH:11]=[CH:10][C:9]([OH:12])=[CH:8][C:7]=1[CH3:13].[Br:15][C:16]1[CH:21]=[CH:20][CH:19]=[C:18](I)[CH:17]=1.CC(C)(C(=O)CC(=O)C(C)(C)C)C.C(=O)([O-])[O-].[Cs+].[Cs+]. (9) The reactants are [Cl:1][C:2]1[CH:7]=[CH:6][N:5]=[CH:4][C:3]=1[S:8]([NH2:11])(=[O:10])=[O:9].[NH2:12][C:13]1[CH:18]=[CH:17][CH:16]=[C:15]([CH3:19])[CH:14]=1. The catalyst is C(O)CCC. The product is [ClH:1].[CH3:19][C:15]1[CH:14]=[C:13]([NH:12][C:2]2[CH:7]=[CH:6][N:5]=[CH:4][C:3]=2[S:8]([NH2:11])(=[O:10])=[O:9])[CH:18]=[CH:17][CH:16]=1. The yield is 0.980. (10) The reactants are [S:1]1[C:5]2[NH:6][C:7]([C:9]([O:11][CH2:12][CH3:13])=[O:10])=[CH:8][C:4]=2[CH:3]=[CH:2]1.CCCC[N+](CCCC)(CCCC)CCCC.[F-].[Br:32]N1C(=O)CCC1=O.CCOC(C)=O. The catalyst is ClCCl. The product is [Br:32][C:8]1[C:4]2[CH:3]=[CH:2][S:1][C:5]=2[NH:6][C:7]=1[C:9]([O:11][CH2:12][CH3:13])=[O:10]. The yield is 0.350.